From a dataset of Catalyst prediction with 721,799 reactions and 888 catalyst types from USPTO. Predict which catalyst facilitates the given reaction. (1) Reactant: C(=O)([O-])[O-].[Cs+].[Cs+].[NH2:7][C:8]1[CH:9]=[CH:10][C:11]2[N:15]=[C:14]([S:16][CH2:17][CH2:18][CH2:19][NH:20][C:21](=[O:27])[O:22][C:23]([CH3:26])([CH3:25])[CH3:24])[N:13]([CH2:28][CH:29]=[C:30]([CH3:32])[CH3:31])[C:12]=2[CH:33]=1.[C:34](Br)(=[O:41])[C:35]1[CH:40]=[CH:39][CH:38]=[CH:37][CH:36]=1. Product: [C:34]([NH:7][C:8]1[CH:9]=[CH:10][C:11]2[N:15]=[C:14]([S:16][CH2:17][CH2:18][CH2:19][NH:20][C:21](=[O:27])[O:22][C:23]([CH3:24])([CH3:25])[CH3:26])[N:13]([CH2:28][CH:29]=[C:30]([CH3:32])[CH3:31])[C:12]=2[CH:33]=1)(=[O:41])[C:35]1[CH:40]=[CH:39][CH:38]=[CH:37][CH:36]=1. The catalyst class is: 9. (2) Reactant: C[O-].[Na+].[CH3:4][C:5]([C:7]1[C:12]([NH2:13])=[CH:11][C:10]([O:14][CH3:15])=[C:9]([O:16][CH3:17])[CH:8]=1)=[O:6].[CH:18](OCC)=O.Cl. Product: [CH3:17][O:16][C:9]1[CH:8]=[C:7]2[C:12](=[CH:11][C:10]=1[O:14][CH3:15])[N:13]=[CH:18][CH2:4][C:5]2=[O:6]. The catalyst class is: 132. (3) Reactant: [O:1]=[C:2]1[C:15]2[CH:14]=[CH:13][CH:12]=[C:11]([C:16]([OH:18])=O)[C:10]=2[O:9][C:8]2[C:3]1=[CH:4][CH:5]=[CH:6][CH:7]=2.C([N:22](C(C)C)CC)(C)C.[OH-].[NH4+]. Product: [O:1]=[C:2]1[C:15]2[CH:14]=[CH:13][CH:12]=[C:11]([C:16]([NH2:22])=[O:18])[C:10]=2[O:9][C:8]2[C:3]1=[CH:4][CH:5]=[CH:6][CH:7]=2. The catalyst class is: 9. (4) Reactant: C([O:3][C:4](=O)[CH2:5][C:6]([C@H:8]1[CH2:13][CH2:12][N:11]([C:14]([O:16][CH3:17])=[O:15])[C@@H:10]([C:18]2[CH:23]=[CH:22][C:21]([C:24]([F:27])([F:26])[F:25])=[CH:20][C:19]=2[F:28])[CH2:9]1)=[O:7])C.[OH-].[Na+].[NH2:32]O.Cl. Product: [F:28][C:19]1[CH:20]=[C:21]([C:24]([F:27])([F:26])[F:25])[CH:22]=[CH:23][C:18]=1[C@H:10]1[CH2:9][C@@H:8]([C:6]2[O:7][NH:32][C:4](=[O:3])[CH:5]=2)[CH2:13][CH2:12][N:11]1[C:14]([O:16][CH3:17])=[O:15]. The catalyst class is: 5. (5) Reactant: [NH2:1][C@H:2]1[CH2:6][CH2:5][CH2:4][C@H:3]1[NH:7][C:8]1[N:17]=[CH:16][C:15]2[C:10](=[CH:11][CH:12]=[C:13]([C:18]3[CH:29]=[CH:28][C:21]([C:22]([NH:24][CH:25]4[CH2:27][CH2:26]4)=[O:23])=[CH:20][C:19]=3[O:30][CH3:31])[CH:14]=2)[N:9]=1.[C:32](O)(=[O:35])[C:33]#[CH:34].CN(C(ON1N=NC2C=CC=NC1=2)=[N+](C)C)C.F[P-](F)(F)(F)(F)F.CCN(C(C)C)C(C)C. Product: [CH:25]1([NH:24][C:22](=[O:23])[C:21]2[CH:28]=[CH:29][C:18]([C:13]3[CH:14]=[C:15]4[C:10](=[CH:11][CH:12]=3)[N:9]=[C:8]([NH:7][C@@H:3]3[CH2:4][CH2:5][CH2:6][C@@H:2]3[NH:1][C:32](=[O:35])[C:33]#[CH:34])[N:17]=[CH:16]4)=[C:19]([O:30][CH3:31])[CH:20]=2)[CH2:27][CH2:26]1. The catalyst class is: 4. (6) Reactant: Cl[C:2]1[CH:7]=[CH:6][N:5]=[C:4]([C:8]#[N:9])[CH:3]=1.O.[NH2:11][NH2:12]. Product: [C:8]([C:4]1[CH:3]=[C:2]([NH:11][NH2:12])[CH:7]=[CH:6][N:5]=1)#[N:9]. The catalyst class is: 38. (7) Reactant: [C:1]([O:5][C:6]([NH:8][CH2:9][CH2:10]/[CH:11]=[CH:12]/[CH:13]=[CH:14]/[C:15]([O:17]CC)=[O:16])=[O:7])([CH3:4])([CH3:3])[CH3:2].O[Li].O. Product: [C:1]([O:5][C:6]([NH:8][CH2:9][CH2:10]/[CH:11]=[CH:12]/[CH:13]=[CH:14]/[C:15]([OH:17])=[O:16])=[O:7])([CH3:4])([CH3:2])[CH3:3]. The catalyst class is: 14.